From a dataset of Reaction yield outcomes from USPTO patents with 853,638 reactions. Predict the reaction yield, written as a fraction of the theoretical maximum amount of product (1.0 means a 100% yield; for example, 0.34 means a 34% yield). (1) The reactants are O1CC[C@H]([O:6][C:7](=[O:34])[NH:8][CH2:9][C@@H:10]2[CH2:15][CH2:14][CH2:13][N:12]([C:16]3[C:25]4[C:20](=[CH:21][C:22]([CH3:26])=[CH:23][CH:24]=4)[N:19]=[C:18]([C:27]4[CH:32]=[CH:31][CH:30]=[CH:29][C:28]=4[OH:33])[N:17]=3)[CH2:11]2)C1.[ClH:35].[CH3:36][CH2:37][O:38][CH2:39][CH3:40]. The catalyst is C(Cl)Cl. The product is [ClH:35].[O:38]1[CH2:39][CH2:40][C@H:36]([N:8]([CH2:9][C@H:10]2[CH2:15][CH2:14][CH2:13][N:12]([C:16]3[C:25]4[C:20](=[CH:21][C:22]([CH3:26])=[CH:23][CH:24]=4)[N:19]=[C:18]([C:27]4[CH:32]=[CH:31][CH:30]=[CH:29][C:28]=4[OH:33])[N:17]=3)[CH2:11]2)[C:7](=[O:34])[OH:6])[CH2:37]1. The yield is 0.860. (2) The reactants are [CH3:1][C:2]1[O:6][C:5]([C:7]2[CH:12]=[CH:11][CH:10]=[CH:9][CH:8]=2)=[N:4][C:3]=1[CH2:13][CH2:14][O:15][C:16]1[CH:17]=[C:18]([CH3:22])[CH:19]=[CH:20][CH:21]=1.Cl[CH:24]([O:26]C)Cl.Cl. The catalyst is C(Cl)Cl.Cl[Ti](Cl)(Cl)Cl. The product is [CH3:22][C:18]1[CH:17]=[C:16]([O:15][CH2:14][CH2:13][C:3]2[N:4]=[C:5]([C:7]3[CH:8]=[CH:9][CH:10]=[CH:11][CH:12]=3)[O:6][C:2]=2[CH3:1])[CH:21]=[CH:20][C:19]=1[CH:24]=[O:26]. The yield is 0.520. (3) The reactants are [C:1]1([C:7]2[CH:8]=[CH:9][C:10]([NH2:13])=[N:11][CH:12]=2)[CH:6]=[CH:5][CH:4]=[CH:3][CH:2]=1.[N:14]1[CH:19]=[CH:18][C:17]([C:20](=O)[CH2:21][C:22](OCC)=[O:23])=[CH:16][CH:15]=1.C([O-])(=O)C.[NH4+]. The catalyst is O. The product is [C:1]1([C:7]2[CH:8]=[CH:9][C:10]3[N:11]([CH:12]=2)[C:22](=[O:23])[CH:21]=[C:20]([C:17]2[CH:18]=[CH:19][N:14]=[CH:15][CH:16]=2)[N:13]=3)[CH:2]=[CH:3][CH:4]=[CH:5][CH:6]=1. The yield is 0.280. (4) The reactants are [Si:1]([O:8][C:9]1[CH:14]=[CH:13][CH:12]=[CH:11][C:10]=1[CH2:15][CH2:16][OH:17])([C:4]([CH3:7])([CH3:6])[CH3:5])([CH3:3])[CH3:2].CC(OI1(OC(C)=O)(OC(C)=O)OC(=O)C2C=CC=CC1=2)=O. The catalyst is C(Cl)Cl. The product is [Si:1]([O:8][C:9]1[CH:14]=[CH:13][CH:12]=[CH:11][C:10]=1[CH2:15][CH:16]=[O:17])([C:4]([CH3:7])([CH3:6])[CH3:5])([CH3:3])[CH3:2]. The yield is 0.800.